This data is from Experimentally validated miRNA-target interactions with 360,000+ pairs, plus equal number of negative samples. The task is: Binary Classification. Given a miRNA mature sequence and a target amino acid sequence, predict their likelihood of interaction. (1) The miRNA is hsa-miR-7106-5p with sequence UGGGAGGAGGGGAUCUUGGG. The protein sequence of the target gene is MNCYLLLRFMLGIPLLWPCLGATENSQTKKVKQPVRSHLRVKRGWVWNQFFVPEEMNTTSHHIGQLRSDLDNGNNSFQYKLLGAGAGSTFIIDERTGDIYAIQKLDREERSLYILRAQVIDIATGRAVEPESEFVIKVSDINDNEPKFLDEPYEAIVPEMSPEGTLVIQVTASDADDPSSGNNARLLYSLLQGQPYFSVEPTTGVIRISSKMDRELQDEYWVIIQAKDMIGQPGALSGTTSVLIKLSDVNDNKPIFKESLYRLTVSESAPTGTSIGTIMAYDNDIGENAEMDYSIEEDDS.... Result: 0 (no interaction). (2) The miRNA is mmu-miR-691 with sequence AUUCCUGAAGAGAGGCAGAAAA. The protein sequence of the target gene is MWLSPEEVLVANALWVTERANPFFVLQRRRGHGRGGGLTGLLVGTLDVVLDSSARVAPYRILHQTQDSQVYWTVACGSSRKEITKHWEWLENNLLQTLSIFDSEEDITTFVKGKIHGIIAEENKNLQPQGDEDPGKFKEAELKMRKQFGMPEGEKLVNYYSCSYWKGRVPRQGWLYLTVNHLCFYSFLLGKEVSLVVQWVDITRLEKNATLLFPESIRVDTRDQELFFSMFLNIGETFKLMEQLANLAMRQLLDSEGFLEDKALPRPIRPHRNISALKRDLDARAKNECYRATFRLPRDE.... Result: 0 (no interaction). (3) The miRNA is mmu-miR-340-5p with sequence UUAUAAAGCAAUGAGACUGAUU. The protein sequence of the target gene is MVEIKKICCIGAGYVGGPTCSVIAHMCPEIRVTVVDVNEARINAWNSPTLPIYEPGLKEVVESCRGKNLFFSTNIDDAIREADLVFISVNTPTKTYGMGKGRAADLKYIEACARRIVQNSNGYKIVTEKSTVPVRAAESIRRIFDANTKPNLNLQVLSNPEFLAEGTAIKDLKNPDRVLIGGDETPEGQKAVRALCAVYEHWVPKEKILTTNTWSSELSKLAANAFLAQRISSINSISALCEATGADVEEVATAIGMDQRIGNKFLKASVGFGGSCFQKDVLNLVYLCEALNLPEVARYW.... Result: 1 (interaction). (4) The miRNA is hsa-miR-298 with sequence AGCAGAAGCAGGGAGGUUCUCCCA. The protein sequence of the target gene is MTRDQNGTWEMESNENFEGYMKALDIDFATRKIAVRLTQTKVIDQDGDNFKTKTTSTFRNYDVDFTVGVEFDEYTKSLDNRHVKALVTWEGDVLVCVQKGEKENRGWKQWIEGDKLYLELTCGDQVCRQVFKKK. Result: 0 (no interaction). (5) Result: 1 (interaction). The protein sequence of the target gene is MEFSGRKWRKLRLAGDQRNASYPHCLQFYLQPPSENISLIEFENLAIDRVKLLKSVENLGVSYVKGTEQYQSKLESELRKLKFSYRENLEDEYEPRRRDHISHFILRLAYCQSEELRRWFIQQEMDLLRFRFSILPKDKIQDFLKDSQLQFEAISDEEKTLREQEIVASSPSLSGLKLGFESIYKIPFADALDLFRGRKVYLEDGFAYVPLKDIVAIILNEFRAKLSKALALTARSLPAVQSDERLQPLLNHLSHSYTGQDYSTQGNVGKISLDQIDLLSTKSFPPCMRQLHKALRENHH.... The miRNA is hsa-let-7b-5p with sequence UGAGGUAGUAGGUUGUGUGGUU. (6) The miRNA is hsa-miR-3199 with sequence AGGGACUGCCUUAGGAGAAAGUU. The protein sequence of the target gene is MGKSLSHLPLHSSKEDAYDGVTSENMRNGLVNSEVHNEDGRNGDVSQFPYVEFTGRDSVTCPTCQGTGRIPRGQENQLVALIPYSDQRLRPRRTKLYVMASVFVCLLLSGLAVFFLFPRSIDVKYIGVKSAYVSYDVQKRTIYLNITNTLNITNNNYYSVEVENITAQVQFSKTVIGKARLNNITIIGPLDMKQIDYTVPTVIAEEMSYMYDFCTLISIKVHNIVLMMQVTVTTTYFGHSEQISQERYQYVDCGRNTTYQLGQSEYLNVLQPQQ. Result: 1 (interaction). (7) The miRNA is hsa-miR-1224-3p with sequence CCCCACCUCCUCUCUCCUCAG. The protein sequence of the target gene is MQSLMQAPLLIALGLLLAAPAQAHLKKPSQLSSFSWDNCDEGKDPAVIRSLTLEPDPIIVPGNVTLSVMGSTSVPLSSPLKVDLVLEKEVAGLWIKIPCTDYIGSCTFEHFCDVLDMLIPTGEPCPEPLRTYGLPCHCPFKEGTYSLPKSEFVVPDLELPSWLTTGNYRIESVLSSSGKRLGCIKIAASLKGI. Result: 1 (interaction). (8) The miRNA is hsa-miR-4752 with sequence UUGUGGAUCUCAAGGAUGUGCU. The protein sequence of the target gene is MKEHIIYQKLYGLILMSSFIFLSDTLSLKGKKLDFFGRGDTYVSLIDTIPELSRFTACIDLVFMDDNSRYWMAFSYITNNALLGREDIDLGLAGDHQQLILYRLGKTFSIRHHLASFQWHTICLIWDGVKGKLELFLNKERILEVTDQPHNLTPHGTLFLGHFLKNESSEVKSMMRSFPGSLYYFQLWDHILENEEFMKCLDGNIVSWEEDVWLVNKIIPTVDRTLRCFVPENMTIQEKSTTVSQQIDMTTPSQITGVKPQNTAHSSTLLSQSIPIFATDYTTISYSNTTSPPLETMTAQ.... Result: 0 (no interaction). (9) The protein sequence of the target gene is MRPPSLPPARWLCVLAGALACALGPAGSRAASPHQECEYLQMIEKQRQQCLEEAQLENETTGCSKMWDNLTCWPTTPWGQVVVLDCPLIFQLFSPIHGYNISRNCTEEGWSQLEPGPYHIACGLNDRASSMDEQQQTEFYDAVKTGYTIGYSLSLASLLVAMAILSLFRKLHCTRNYIHMHLFMSFILRATAVFIKDMALFNNGETDHCSEASVSCKAAVVFFQYCVMANFFWLLVEGLYLHTLLAVSFFSERKYFWGYILIGWGVPSVFIMIWTIVRIHFEDFGCWDTIINSSLWWIIK.... The miRNA is hsa-let-7e-5p with sequence UGAGGUAGGAGGUUGUAUAGUU. Result: 0 (no interaction). (10) The miRNA is hsa-miR-29a-5p with sequence ACUGAUUUCUUUUGGUGUUCAG. The protein sequence of the target gene is MTHLQAGLSPETLEKARLELNENPDTLHQDIQEVRDMVITRPDIGFLRTDDAFILRFLRARKFHHFEAFRLLAQYFEYRQQNLDMFKSFKATDPGIKQALKDGFPGGLANLDHYGRKILVLFAANWDQSRYTLVDILRAILLSLEAMIEDPELQVNGFVLIIDWSNFTFKQASKLTPSMLRLAIEGLQDSFPARFGGIHFVNQPWYIHALYTVIRPFLKEKTRKRIFLHGNNLNSLHQLIHPEILPSEFGGMLPPYDMGTWARTLLDHEYDDDSEYNVDSYSMPVKEVEKELSPKSMKRS.... Result: 0 (no interaction).